Dataset: Reaction yield outcomes from USPTO patents with 853,638 reactions. Task: Predict the reaction yield, written as a fraction of the theoretical maximum amount of product (1.0 means a 100% yield; for example, 0.34 means a 34% yield). (1) The reactants are [CH3:1][O:2][C:3]1[CH:8]=[CH:7][C:6]([CH:9]2[N:12]([C:13]3[CH:18]=[C:17]([O:19][CH3:20])[C:16]([O:21][CH3:22])=[C:15]([O:23][CH3:24])[CH:14]=3)[C:11](=[O:25])[CH:10]2[C:26]2[CH:31]=[CH:30][CH:29]=[CH:28][CH:27]=2)=[CH:5][C:4]=1[N+:32]([O-])=O.[Na+].[Cl-]. No catalyst specified. The product is [NH2:32][C:4]1[CH:5]=[C:6]([CH:9]2[N:12]([C:13]3[CH:18]=[C:17]([O:19][CH3:20])[C:16]([O:21][CH3:22])=[C:15]([O:23][CH3:24])[CH:14]=3)[C:11](=[O:25])[CH:10]2[C:26]2[CH:27]=[CH:28][CH:29]=[CH:30][CH:31]=2)[CH:7]=[CH:8][C:3]=1[O:2][CH3:1]. The yield is 0.0193. (2) The reactants are [CH3:1][C:2]1([CH3:14])[C@@H:4]2[CH2:5][C:6]3[C:10]([C@H:3]12)=[C:9]([CH3:11])[S:8][C:7]=3[C:12]#[N:13].[NH2:15][OH:16].CCOC(C)=O.CCCCCCC. The catalyst is C(O)C. The product is [OH:16][NH:15][C:12]([C:7]1[S:8][C:9]([CH3:11])=[C:10]2[C:6]=1[CH2:5][C@H:4]1[C:2]([CH3:14])([CH3:1])[C@H:3]12)=[NH:13]. The yield is 0.940. (3) The reactants are [Li+].CC([N-]C(C)C)C.[Cl:9][C:10]1[CH:11]=[C:12]([F:18])[C:13]([C:16]#[N:17])=[N:14][CH:15]=1.[I:19]I. The catalyst is C1COCC1. The product is [Cl:9][C:10]1[C:11]([I:19])=[C:12]([F:18])[C:13]([C:16]#[N:17])=[N:14][CH:15]=1. The yield is 0.820. (4) The reactants are [C:1]([O:5][C:6](=[O:15])[CH2:7]/[N:8]=[CH:9]/[CH2:10][C:11]([CH3:14])([CH3:13])[CH3:12])([CH3:4])([CH3:3])[CH3:2].[Cl:16][C:17]1[CH:22]=[CH:21][C:20](/[C:23](=[CH:26]/[C:27]2[CH:32]=[CH:31][C:30]([Cl:33])=[C:29]([Cl:34])[CH:28]=2)/[C:24]#[N:25])=[C:19]([F:35])[CH:18]=1.C(N(CC)CC)C. The catalyst is ClCCl. The product is [C:1]([O:5][C:6]([CH:7]1[CH:26]([C:27]2[CH:32]=[CH:31][C:30]([Cl:33])=[C:29]([Cl:34])[CH:28]=2)[C:23]([C:20]2[CH:21]=[CH:22][C:17]([Cl:16])=[CH:18][C:19]=2[F:35])([C:24]#[N:25])[CH:9]([CH2:10][C:11]([CH3:14])([CH3:13])[CH3:12])[NH:8]1)=[O:15])([CH3:4])([CH3:3])[CH3:2]. The yield is 0.390. (5) The reactants are O[Li].O.C([O:7][CH:8]1[C:12]2[N:13]=[CH:14][N:15]=[C:16]([N:17]3[CH2:22][CH2:21][N:20]([C:23]([O:25][C:26]([CH3:29])([CH3:28])[CH3:27])=[O:24])[CH2:19][CH2:18]3)[C:11]=2[C@H:10]([CH3:30])[CH2:9]1)(=O)C.C1COCC1.[NH4+].[Cl-]. The catalyst is O. The product is [OH:7][CH:8]1[C:12]2[N:13]=[CH:14][N:15]=[C:16]([N:17]3[CH2:22][CH2:21][N:20]([C:23]([O:25][C:26]([CH3:29])([CH3:28])[CH3:27])=[O:24])[CH2:19][CH2:18]3)[C:11]=2[C@H:10]([CH3:30])[CH2:9]1. The yield is 0.564.